Task: Regression. Given two drug SMILES strings and cell line genomic features, predict the synergy score measuring deviation from expected non-interaction effect.. Dataset: NCI-60 drug combinations with 297,098 pairs across 59 cell lines (1) Drug 1: C1CN1C2=NC(=NC(=N2)N3CC3)N4CC4. Drug 2: CC1CCCC2(C(O2)CC(NC(=O)CC(C(C(=O)C(C1O)C)(C)C)O)C(=CC3=CSC(=N3)C)C)C. Cell line: 786-0. Synergy scores: CSS=60.6, Synergy_ZIP=3.65, Synergy_Bliss=3.91, Synergy_Loewe=-2.44, Synergy_HSA=7.13. (2) Drug 1: C1=NC2=C(N=C(N=C2N1C3C(C(C(O3)CO)O)O)F)N. Drug 2: N.N.Cl[Pt+2]Cl. Cell line: MDA-MB-435. Synergy scores: CSS=26.1, Synergy_ZIP=-8.54, Synergy_Bliss=-1.87, Synergy_Loewe=-24.9, Synergy_HSA=-0.0480. (3) Drug 1: CN(CC1=CN=C2C(=N1)C(=NC(=N2)N)N)C3=CC=C(C=C3)C(=O)NC(CCC(=O)O)C(=O)O. Drug 2: CC(C)NC(=O)C1=CC=C(C=C1)CNNC.Cl. Cell line: IGROV1. Synergy scores: CSS=11.5, Synergy_ZIP=0.785, Synergy_Bliss=0.295, Synergy_Loewe=-56.7, Synergy_HSA=-1.54. (4) Drug 1: CC1=C(C=C(C=C1)NC(=O)C2=CC=C(C=C2)CN3CCN(CC3)C)NC4=NC=CC(=N4)C5=CN=CC=C5. Drug 2: CNC(=O)C1=NC=CC(=C1)OC2=CC=C(C=C2)NC(=O)NC3=CC(=C(C=C3)Cl)C(F)(F)F. Cell line: RXF 393. Synergy scores: CSS=0.628, Synergy_ZIP=-1.67, Synergy_Bliss=-4.17, Synergy_Loewe=-5.83, Synergy_HSA=-4.54. (5) Drug 1: COC1=C(C=C2C(=C1)N=CN=C2NC3=CC(=C(C=C3)F)Cl)OCCCN4CCOCC4. Drug 2: CC1OCC2C(O1)C(C(C(O2)OC3C4COC(=O)C4C(C5=CC6=C(C=C35)OCO6)C7=CC(=C(C(=C7)OC)O)OC)O)O. Cell line: TK-10. Synergy scores: CSS=47.0, Synergy_ZIP=2.83, Synergy_Bliss=2.18, Synergy_Loewe=6.87, Synergy_HSA=8.74.